This data is from Forward reaction prediction with 1.9M reactions from USPTO patents (1976-2016). The task is: Predict the product of the given reaction. Given the reactants Cl[C:2]1[CH:7]=[CH:6][C:5]([N+:8]([O-:10])=[O:9])=[CH:4][N:3]=1.[CH3:11][O:12][CH2:13][CH2:14][OH:15].CC(C)([O-])C.[K+], predict the reaction product. The product is: [CH3:11][O:12][CH2:13][CH2:14][O:15][C:2]1[CH:7]=[CH:6][C:5]([N+:8]([O-:10])=[O:9])=[CH:4][N:3]=1.